Dataset: Forward reaction prediction with 1.9M reactions from USPTO patents (1976-2016). Task: Predict the product of the given reaction. (1) Given the reactants Cl[C:2]1[NH:3][C:4](=[O:11])[C:5]2[CH:10]=[CH:9][NH:8][C:6]=2[N:7]=1.CC1(C)C(C)(C)OB([C:20]2[CH:25]=[CH:24][C:23]([C:26]([F:29])([F:28])[F:27])=[CH:22][CH:21]=2)O1.C(=O)([O-])[O-].[Na+].[Na+], predict the reaction product. The product is: [F:27][C:26]([F:29])([F:28])[C:23]1[CH:24]=[CH:25][C:20]([C:2]2[NH:3][C:4](=[O:11])[C:5]3[CH:10]=[CH:9][NH:8][C:6]=3[N:7]=2)=[CH:21][CH:22]=1. (2) Given the reactants [Cl:1][C:2]1[CH:3]=[CH:4][C:5]2[N:11]=[C:10]([N:12]3[CH2:17][CH2:16][N:15]([CH2:18][C:19]([CH3:24])([CH3:23])[C:20]([OH:22])=[O:21])[CH2:14][CH2:13]3)[C:9]3=[CH:25][C:26]([CH3:28])=[CH:27][N:8]3[CH2:7][C:6]=2[CH:29]=1.O1CCOCC1.[ClH:36], predict the reaction product. The product is: [ClH:1].[ClH:36].[Cl:1][C:2]1[CH:3]=[CH:4][C:5]2[N:11]=[C:10]([N:12]3[CH2:13][CH2:14][N:15]([CH2:18][C:19]([CH3:24])([CH3:23])[C:20]([OH:22])=[O:21])[CH2:16][CH2:17]3)[C:9]3=[CH:25][C:26]([CH3:28])=[CH:27][N:8]3[CH2:7][C:6]=2[CH:29]=1.